Dataset: Reaction yield outcomes from USPTO patents with 853,638 reactions. Task: Predict the reaction yield, written as a fraction of the theoretical maximum amount of product (1.0 means a 100% yield; for example, 0.34 means a 34% yield). The reactants are Cl.C(N=C=NCCCN(C)C)C.Cl.Cl.[NH2:15][C@@H:16]([CH:34]([CH3:36])[CH3:35])[C:17]([N:19]1[CH2:24][CH2:23][CH:22]([N:25]([C:27]2[CH:32]=[CH:31][C:30]([F:33])=[CH:29][CH:28]=2)[CH3:26])[CH2:21][CH2:20]1)=[O:18].[OH:37][C:38]1[C:39]([C:48](O)=[O:49])=[N:40][C:41]2[C:46]([N:47]=1)=[CH:45][CH:44]=[CH:43][CH:42]=2.O.ON1C2C=CC=CC=2N=N1.CN1CCOCC1. The catalyst is C(O)C.C(OCC)C.O.C(Cl)Cl. The product is [F:33][C:30]1[CH:29]=[CH:28][C:27]([N:25]([CH3:26])[CH:22]2[CH2:23][CH2:24][N:19]([C:17]([C@@H:16]([NH:15][C:48]([C:39]3[C:38]([OH:37])=[N:47][C:46]4[C:41](=[CH:42][CH:43]=[CH:44][CH:45]=4)[N:40]=3)=[O:49])[CH:34]([CH3:36])[CH3:35])=[O:18])[CH2:20][CH2:21]2)=[CH:32][CH:31]=1. The yield is 0.710.